This data is from Catalyst prediction with 721,799 reactions and 888 catalyst types from USPTO. The task is: Predict which catalyst facilitates the given reaction. Reactant: [NH2:1][C:2]1[CH:7]=[CH:6][C:5]([N:8]2[CH:13]=[CH:12][C:11]([O:14][CH2:15][C:16]3[CH:21]=[CH:20][C:19]([Cl:22])=[CH:18][CH:17]=3)=[CH:10][C:9]2=[O:23])=[CH:4][C:3]=1[NH:24][CH3:25].CN(C(ON1N=NC2C=CC=NC1=2)=[N+](C)C)C.F[P-](F)(F)(F)(F)F.[F:50][C@H:51]1[CH2:53][C@H:52]1[C:54](O)=O.C(N(CC)C(C)C)(C)C.[Cl-].[Cl-].[Ca+2]. Product: [Cl:22][C:19]1[CH:18]=[CH:17][C:16]([CH2:15][O:14][C:11]2[CH:12]=[CH:13][N:8]([C:5]3[CH:6]=[CH:7][C:2]4[N:1]=[C:54]([CH:52]5[CH2:53][CH:51]5[F:50])[N:24]([CH3:25])[C:3]=4[CH:4]=3)[C:9](=[O:23])[CH:10]=2)=[CH:21][CH:20]=1. The catalyst class is: 3.